This data is from Full USPTO retrosynthesis dataset with 1.9M reactions from patents (1976-2016). The task is: Predict the reactants needed to synthesize the given product. (1) Given the product [I:1][C:2]1[CH:3]=[C:4]2[C:8](=[CH:9][CH:10]=1)[NH:7][C:6](=[O:11])[C:5]2=[N:14][NH:13][C:15]([C:17]1[CH:18]=[CH:19][C:20]([NH:23][C:24](=[O:31])[C:25]2[CH:30]=[CH:29][CH:28]=[N:27][CH:26]=2)=[CH:21][CH:22]=1)=[O:16], predict the reactants needed to synthesize it. The reactants are: [I:1][C:2]1[CH:3]=[C:4]2[C:8](=[CH:9][CH:10]=1)[NH:7][C:6](=[O:11])[C:5]2=O.[NH:13]([C:15]([C:17]1[CH:22]=[CH:21][C:20]([NH:23][C:24](=[O:31])[C:25]2[CH:30]=[CH:29][CH:28]=[N:27][CH:26]=2)=[CH:19][CH:18]=1)=[O:16])[NH2:14]. (2) The reactants are: [C:1]([O:5][C:6]([C:8]1[S:12][C:11]2[CH2:13][CH2:14][C:15](=[CH:18]N(C)C)[C:16](=O)[C:10]=2[CH:9]=1)=[O:7])([CH3:4])([CH3:3])[CH3:2].Cl.[NH:23]([C:27]1[CH:28]=[C:29]([S:33]([NH2:36])(=[O:35])=[O:34])[CH:30]=[CH:31][CH:32]=1)[C:24]([NH2:26])=[NH:25].[OH-].[Na+]. Given the product [C:1]([O:5][C:6]([C:8]1[S:12][C:11]2[CH2:13][CH2:14][C:15]3[CH:18]=[N:25][C:24]([NH:23][C:27]4[CH:32]=[CH:31][CH:30]=[C:29]([S:33](=[O:34])(=[O:35])[NH2:36])[CH:28]=4)=[N:26][C:16]=3[C:10]=2[CH:9]=1)=[O:7])([CH3:4])([CH3:2])[CH3:3], predict the reactants needed to synthesize it. (3) Given the product [Si:24]([O:31][CH2:32][C:33]1[CH:39]=[CH:38][C:36]([NH2:37])=[C:35]([Cl:42])[CH:34]=1)([C:27]([CH3:30])([CH3:29])[CH3:28])([CH3:26])[CH3:25], predict the reactants needed to synthesize it. The reactants are: NC1C=CC(CO)=CC=1Cl.Cl[Si](C(C)(C)C)(C)C.N1C=CN=C1.[Si:24]([O:31][CH2:32][C:33]1[C:39](OC)=[CH:38][C:36]([NH2:37])=[C:35]([Cl:42])[CH:34]=1)([C:27]([CH3:30])([CH3:29])[CH3:28])([CH3:26])[CH3:25]. (4) The reactants are: [NH2:1][C:2]1[CH:3]=[N:4][C:5]2[C:10]([C:11]=1[NH:12][CH2:13][CH2:14][NH:15][C:16](=[O:22])[O:17][C:18]([CH3:21])([CH3:20])[CH3:19])=[N:9][CH:8]=[CH:7][CH:6]=2.[C:23](OC)(OC)(OC)[CH2:24][CH2:25][CH2:26][CH3:27].C1(C)C=CC=CC=1. Given the product [CH2:24]([C:23]1[N:12]([CH2:13][CH2:14][NH:15][C:16](=[O:22])[O:17][C:18]([CH3:19])([CH3:21])[CH3:20])[C:11]2[C:10]3[N:9]=[CH:8][CH:7]=[CH:6][C:5]=3[N:4]=[CH:3][C:2]=2[N:1]=1)[CH2:25][CH2:26][CH3:27], predict the reactants needed to synthesize it. (5) Given the product [F:12][C:2]([F:1])([C:8]([F:11])([F:10])[F:9])/[CH:3]=[CH:4]/[C:5]([NH:52][CH2:51][CH2:50][NH:49][C:47]1[CH:46]=[CH:45][N:44]=[C:43]([C:38]2([CH3:37])[O:42][CH2:41][CH2:40][O:39]2)[CH:48]=1)=[O:7], predict the reactants needed to synthesize it. The reactants are: [F:1][C:2]([F:12])([C:8]([F:11])([F:10])[F:9])/[CH:3]=[CH:4]/[C:5]([OH:7])=O.CN(C(ON1N=NC2C=CC=CC1=2)=[N+](C)C)C.F[P-](F)(F)(F)(F)F.[CH3:37][C:38]1([C:43]2[CH:48]=[C:47]([NH:49][CH2:50][CH2:51][NH2:52])[CH:46]=[CH:45][N:44]=2)[O:42][CH2:41][CH2:40][O:39]1. (6) Given the product [CH2:23]([N:14]([CH2:15][C:36]1[CH:35]=[CH:6][CH:5]=[CH:4][CH:13]=1)[C:7]1[C:8]2[C:13](=[CH:12][CH:11]=[C:10]([O:20][CH3:17])[CH:9]=2)[CH:4]=[CH:5][CH:6]=1)[C:24]1[CH:29]=[CH:28][CH:27]=[CH:26][CH:25]=1, predict the reactants needed to synthesize it. The reactants are: C1([C:4]2[C:13]3[C:8](=[CH:9][CH:10]=[CH:11][CH:12]=3)[C:7]([N:14]=[C:15]=S)=[CH:6][CH:5]=2)CC1.[C:17](=[O:20])([O-])[O-].[K+].[K+].[CH2:23](Br)[C:24]1[CH:29]=[CH:28][CH:27]=[CH:26][CH:25]=1.C(O[CH2:35][CH3:36])(=O)C. (7) Given the product [C:1]([O:5][C:6]([NH:8][C@@H:9]([CH2:21][CH:22]=[CH2:23])[C:10]([N:12]1[CH2:16][C@H:15]([OH:17])[CH2:14][C@H:13]1[C:18]([NH:24][C@:25]1([C:36]([O:38][CH2:39][CH3:40])=[O:37])[CH2:27][C@H:26]1[CH2:28][C:29]([F:35])([F:34])[CH2:30][CH2:31][CH:32]=[CH2:33])=[O:19])=[O:11])=[O:7])([CH3:4])([CH3:3])[CH3:2], predict the reactants needed to synthesize it. The reactants are: [C:1]([O:5][C:6]([NH:8][C@@H:9]([CH2:21][CH:22]=[CH2:23])[C:10]([N:12]1[CH2:16][C@H:15]([OH:17])[CH2:14][C@H:13]1[C:18](O)=[O:19])=[O:11])=[O:7])([CH3:4])([CH3:3])[CH3:2].[NH2:24][C@:25]1([C:36]([O:38][CH2:39][CH3:40])=[O:37])[CH2:27][C@H:26]1[CH2:28][C:29]([F:35])([F:34])[CH2:30][CH2:31][CH:32]=[CH2:33].CN(C(ON1N=NC2C=CC=NC1=2)=[N+](C)C)C.F[P-](F)(F)(F)(F)F.C(N(C(C)C)C(C)C)C.